Dataset: Forward reaction prediction with 1.9M reactions from USPTO patents (1976-2016). Task: Predict the product of the given reaction. (1) The product is: [CH3:1][N:2]1[C:14]2[CH2:13][CH2:12][CH:11]([CH2:21][N:22]3[CH:23]=[CH:24][N:25]=[C:16]3[CH3:17])[C:10](=[O:15])[C:9]=2[C:8]2[C:3]1=[CH:4][CH:5]=[CH:6][CH:7]=2. Given the reactants [CH3:1][N:2]1[C:14]2[CH2:13][CH2:12][CH2:11][C:10](=[O:15])[C:9]=2[C:8]2[C:3]1=[CH:4][CH:5]=[CH:6][CH:7]=2.[C:16](Cl)(=O)[CH3:17].C[C:21]1[NH:22][CH:23]=[CH:24][N:25]=1, predict the reaction product. (2) The product is: [CH3:35][O:34][C:27]1[CH:28]=[C:29]([O:32][CH3:33])[CH:30]=[CH:31][C:26]=1[CH2:25][N:24]([CH2:2][C:3]1[C:4]([C:13]2[CH:18]=[CH:17][N:16]=[CH:15][CH:14]=2)=[N:5][O:6][C:7]=1[C:8]([O:10][CH2:11][CH3:12])=[O:9])[CH2:23][C:22]([O:21][CH2:19][CH3:20])=[O:36]. Given the reactants Br[CH2:2][C:3]1[C:4]([C:13]2[CH:18]=[CH:17][N:16]=[CH:15][CH:14]=2)=[N:5][O:6][C:7]=1[C:8]([O:10][CH2:11][CH3:12])=[O:9].[CH2:19]([O:21][C:22](=[O:36])[CH2:23][NH:24][CH2:25][C:26]1[CH:31]=[CH:30][C:29]([O:32][CH3:33])=[CH:28][C:27]=1[O:34][CH3:35])[CH3:20].C(=O)([O-])[O-].[K+].[K+].CCOC(C)=O, predict the reaction product.